From a dataset of Peptide-MHC class I binding affinity with 185,985 pairs from IEDB/IMGT. Regression. Given a peptide amino acid sequence and an MHC pseudo amino acid sequence, predict their binding affinity value. This is MHC class I binding data. The peptide sequence is FVFPLNSKVK. The binding affinity (normalized) is 0.563. The MHC is HLA-A11:01 with pseudo-sequence HLA-A11:01.